Predict the reaction yield, written as a fraction of the theoretical maximum amount of product (1.0 means a 100% yield; for example, 0.34 means a 34% yield). From a dataset of Reaction yield outcomes from USPTO patents with 853,638 reactions. (1) The reactants are [Br:1][C:2]1[CH:3]=[N:4][C:5](Cl)=[N:6][CH:7]=1.[CH3:9][C@H:10]1[NH:15][C@@H:14]([CH3:16])[CH2:13][N:12]([C:17]2[CH:23]=[CH:22][C:20]([NH2:21])=[CH:19][CH:18]=2)[CH2:11]1.C(O)(C(F)(F)F)=O. The catalyst is CC(O)C. The product is [Br:1][C:2]1[CH:3]=[N:4][C:5]([NH:21][C:20]2[CH:19]=[CH:18][C:17]([N:12]3[CH2:11][C@H:10]([CH3:9])[NH:15][C@H:14]([CH3:16])[CH2:13]3)=[CH:23][CH:22]=2)=[N:6][CH:7]=1. The yield is 0.749. (2) The reactants are [Cl:1][C:2]1[CH:3]=[C:4]2[C:9](=[C:10]([OH:12])[CH:11]=1)[NH:8][C:7](=[O:13])[C:6]([CH2:14][NH:15][C:16]1[CH:23]=[CH:22][C:19]([C:20]#[N:21])=[C:18]([O:24][CH3:25])[CH:17]=1)=[CH:5]2.C1(P(C2C=CC=CC=2)C2C=CC=CC=2)C=CC=CC=1.[O:45]1[CH2:50][CH2:49][N:48]([CH2:51][CH2:52]O)[CH2:47][CH2:46]1.CCOC(/N=N/C(OCC)=O)=O. The catalyst is C1COCC1. The product is [Cl:1][C:2]1[CH:3]=[C:4]2[C:9](=[C:10]([O:12][CH2:52][CH2:51][N:48]3[CH2:49][CH2:50][O:45][CH2:46][CH2:47]3)[CH:11]=1)[NH:8][C:7](=[O:13])[C:6]([CH2:14][NH:15][C:16]1[CH:23]=[CH:22][C:19]([C:20]#[N:21])=[C:18]([O:24][CH3:25])[CH:17]=1)=[CH:5]2. The yield is 0.0520.